From a dataset of Forward reaction prediction with 1.9M reactions from USPTO patents (1976-2016). Predict the product of the given reaction. The product is: [Br:24][C:8]1[CH:7]=[CH:6][C:5]2[N:4]=[CH:3][C:2]3[NH:1][C:33](=[O:35])[N:12]([C:13]4[CH:14]=[CH:15][C:16]([C:19]([CH3:22])([CH3:23])[C:20]#[N:21])=[CH:17][CH:18]=4)[C:11]=3[C:10]=2[CH:9]=1. Given the reactants [NH2:1][C:2]1[CH:3]=[N:4][C:5]2[C:10]([C:11]=1[NH:12][C:13]1[CH:18]=[CH:17][C:16]([C:19]([CH3:23])([CH3:22])[C:20]#[N:21])=[CH:15][CH:14]=1)=[CH:9][C:8]([Br:24])=[CH:7][CH:6]=2.C(N(CC)CC)C.Cl[C:33](Cl)([O:35]C(=O)OC(Cl)(Cl)Cl)Cl, predict the reaction product.